Dataset: Forward reaction prediction with 1.9M reactions from USPTO patents (1976-2016). Task: Predict the product of the given reaction. (1) The product is: [OH:2][C:3]1[CH:4]=[C:5]([S:9][CH:10]2[CH2:11][N:12]([C:14]([CH3:34])([CH3:33])[CH2:15][CH2:16][C:17]([C:27]3[CH:32]=[CH:31][CH:30]=[CH:29][CH:28]=3)([C:21]3[CH:22]=[CH:23][CH:24]=[CH:25][CH:26]=3)[C:18]([NH2:20])=[O:19])[CH2:13]2)[CH:6]=[CH:7][CH:8]=1. Given the reactants C[O:2][C:3]1[CH:4]=[C:5]([S:9][CH:10]2[CH2:13][N:12]([C:14]([CH3:34])([CH3:33])[CH2:15][CH2:16][C:17]([C:27]3[CH:32]=[CH:31][CH:30]=[CH:29][CH:28]=3)([C:21]3[CH:26]=[CH:25][CH:24]=[CH:23][CH:22]=3)[C:18]([NH2:20])=[O:19])[CH2:11]2)[CH:6]=[CH:7][CH:8]=1.B(Br)(Br)Br.C1(S)C=CC=CC=1.N, predict the reaction product. (2) Given the reactants [NH2:1][C:2]1[C:15]([CH3:16])=[CH:14][C:13]([C:17]#[N:18])=[CH:12][C:3]=1[C:4]([O:6]CCCCC)=O.[CH3:19][NH2:20].C[O-].[Na+], predict the reaction product. The product is: [NH2:1][C:2]1[C:15]([CH3:16])=[CH:14][C:13]([C:17]#[N:18])=[CH:12][C:3]=1[C:4]([NH:20][CH3:19])=[O:6]. (3) The product is: [OH:1][C:2]1[CH:7]=[CH:6][C:5]([CH2:8][C@@H:9]([NH:13][C:14](=[O:38])[C:15]2[CH:20]=[CH:19][C:18]([S:21](=[O:37])(=[O:36])[NH:22][C:23]3[CH:28]=[CH:27][CH:26]=[CH:25][C:24]=3[O:29][C:30]3[CH:31]=[CH:32][CH:33]=[CH:34][CH:35]=3)=[CH:17][CH:16]=2)[C:10]([N:43]2[CH2:44][CH2:45][CH:40]([OH:39])[CH2:41][CH2:42]2)=[O:12])=[CH:4][CH:3]=1. Given the reactants [OH:1][C:2]1[CH:7]=[CH:6][C:5]([CH2:8][C@@H:9]([NH:13][C:14](=[O:38])[C:15]2[CH:20]=[CH:19][C:18]([S:21](=[O:37])(=[O:36])[NH:22][C:23]3[CH:28]=[CH:27][CH:26]=[CH:25][C:24]=3[O:29][C:30]3[CH:35]=[CH:34][CH:33]=[CH:32][CH:31]=3)=[CH:17][CH:16]=2)[C:10]([OH:12])=O)=[CH:4][CH:3]=1.[OH:39][CH:40]1[CH2:45][CH2:44][NH:43][CH2:42][CH2:41]1, predict the reaction product. (4) Given the reactants [C:1]([O:5][C:6]([N:8]1[CH2:12][C@H:11]([O:13][CH2:14][C:15]2[CH:20]=[CH:19][CH:18]=[CH:17][CH:16]=2)[CH2:10][C@H:9]1[CH2:21][OH:22])=[O:7])([CH3:4])([CH3:3])[CH3:2].[C:36]1(P([C:36]2[CH:41]=[CH:40][CH:39]=[CH:38][CH:37]=2)[C:36]2[CH:41]=[CH:40][CH:39]=[CH:38][CH:37]=2)[CH:41]=[CH:40][CH:39]=[CH:38][CH:37]=1.N(C([O:52][CH:53]([CH3:55])[CH3:54])=O)=NC([O:52][CH:53]([CH3:55])[CH3:54])=O.Cl.C(=O)(O)[O-].[Na+].[CH2:62]1[CH2:66]OC[CH2:63]1, predict the reaction product. The product is: [C:1]([O:5][C:6]([N:8]1[CH2:12][C@H:11]([O:13][CH2:14][C:15]2[CH:16]=[CH:17][CH:18]=[CH:19][CH:20]=2)[CH2:10][C@H:9]1[CH2:21][O:22][C:62]1[CH:66]=[CH:54][C:53]([O:52][C:36]2[CH:37]=[CH:38][CH:39]=[CH:40][CH:41]=2)=[CH:55][CH:63]=1)=[O:7])([CH3:4])([CH3:3])[CH3:2]. (5) Given the reactants [Cl:1][C:2]1[CH:23]=[CH:22][C:5]([CH2:6][N:7]2[C:16](=[O:17])[C:15]3[C:10](=[CH:11][C:12]([C:18](O)=[O:19])=[CH:13][CH:14]=3)[NH:9][C:8]2=[O:21])=[CH:4][CH:3]=1.[CH3:24][CH:25]1[CH2:30][CH2:29][CH2:28][CH2:27][N:26]1[CH2:31][CH2:32][CH2:33][NH2:34], predict the reaction product. The product is: [CH3:24][CH:25]1[CH2:30][CH2:29][CH2:28][CH2:27][N:26]1[CH2:31][CH2:32][CH2:33][NH:34][C:18]([C:12]1[CH:11]=[C:10]2[C:15]([C:16](=[O:17])[N:7]([CH2:6][C:5]3[CH:22]=[CH:23][C:2]([Cl:1])=[CH:3][CH:4]=3)[C:8](=[O:21])[NH:9]2)=[CH:14][CH:13]=1)=[O:19].